From a dataset of hERG potassium channel inhibition data for cardiac toxicity prediction from Karim et al.. Regression/Classification. Given a drug SMILES string, predict its toxicity properties. Task type varies by dataset: regression for continuous values (e.g., LD50, hERG inhibition percentage) or binary classification for toxic/non-toxic outcomes (e.g., AMES mutagenicity, cardiotoxicity, hepatotoxicity). Dataset: herg_karim. (1) The drug is CN(C)C(=O)N[C@H]1CC[C@@H](CN2[C@H]3CC[C@@H]2C[C@H](Oc2cccc(C(N)=O)c2)C3)CC1. The result is 0 (non-blocker). (2) The compound is COc1ccc([C@@]23C[C@@H]2CN(CCCSc2nnc(-c4ocnc4C)n2C)C3)cc1C(F)(F)F. The result is 1 (blocker). (3) The molecule is CC/C(=C(\c1ccc(O)cc1)c1ccc(OCCNC)cc1)c1ccccc1. The result is 1 (blocker). (4) The drug is O=[N+]([O-])c1ccc(CCN2CCN(CCc3ccc(-c4ncco4)cc3)CC2)cc1. The result is 1 (blocker). (5) The drug is O=C(C=Cc1ccc2c(c1)CN(Cc1ccccc1)C2)NO. The result is 0 (non-blocker).